From a dataset of Reaction yield outcomes from USPTO patents with 853,638 reactions. Predict the reaction yield, written as a fraction of the theoretical maximum amount of product (1.0 means a 100% yield; for example, 0.34 means a 34% yield). (1) The reactants are [CH3:1][O:2][C:3]1[CH:8]=[CH:7][C:6]([NH:9][CH:10]=[C:11]([C:17]([O:19]CC)=O)[C:12]([O:14][CH2:15][CH3:16])=[O:13])=[CH:5][C:4]=1[CH3:22].CCCCCC. The catalyst is C1(OC2C=CC=CC=2)C=CC=CC=1. The product is [CH3:1][O:2][C:3]1[CH:8]=[C:7]2[C:6](=[CH:5][C:4]=1[CH3:22])[NH:9][CH:10]=[C:11]([C:12]([O:14][CH2:15][CH3:16])=[O:13])[C:17]2=[O:19]. The yield is 0.350. (2) The reactants are [OH:1][CH2:2][C:3]([CH3:9])([CH3:8])[C:4](OC)=[O:5].[Cl:10][C:11]1[CH:18]=[CH:17][CH:16]=[CH:15][C:12]=1[CH2:13][NH2:14].C[Al](C)C. The catalyst is C1(C)C=CC=CC=1. The product is [Cl:10][C:11]1[CH:18]=[CH:17][CH:16]=[CH:15][C:12]=1[CH2:13][NH:14][C:4](=[O:5])[C:3]([CH3:9])([CH3:8])[CH2:2][OH:1]. The yield is 0.840. (3) The reactants are [OH:1][C:2]1[CH:3]=[C:4]([C:8]#[C:9][C:10]2[CH:11]=[C:12]([C:16]([N:18]=[S@:19]([CH2:27][C:28]([O:30]CC)=O)([C:21]3[CH:26]=[CH:25][CH:24]=[CH:23][CH:22]=3)=[O:20])=[O:17])[CH:13]=[N:14][CH:15]=2)[CH:5]=[CH:6][CH:7]=1.[CH2:33]([N:35]([CH2:39][CH3:40])[CH2:36][CH2:37][NH2:38])[CH3:34]. The catalyst is CO. The product is [CH2:33]([N:35]([CH2:39][CH3:40])[CH2:36][CH2:37][NH:38][C:28](=[O:30])[CH2:27][S@:19](=[O:20])([C:21]1[CH:22]=[CH:23][CH:24]=[CH:25][CH:26]=1)=[N:18][C:16](=[O:17])[C:12]1[CH:11]=[C:10]([C:9]#[C:8][C:4]2[CH:5]=[CH:6][CH:7]=[C:2]([OH:1])[CH:3]=2)[CH:15]=[N:14][CH:13]=1)[CH3:34]. The yield is 0.590. (4) The reactants are [C:1]1([CH3:23])[CH:6]=[CH:5][C:4]([C@H:7]2[CH2:12][C@@H:11]([C:13]([F:16])([F:15])[F:14])[N:10]3[N:17]=[CH:18][C:19]([C:20]([OH:22])=O)=[C:9]3[NH:8]2)=[CH:3][CH:2]=1.CN(C(ON1N=NC2C=CC=NC1=2)=[N+](C)C)C.F[P-](F)(F)(F)(F)F.C(N(CC)C(C)C)(C)C.[CH3:57][O:58][C:59]1[CH:60]=[C:61]([CH:64]=[CH:65][CH:66]=1)[CH2:62][NH2:63]. No catalyst specified. The product is [CH3:57][O:58][C:59]1[CH:60]=[C:61]([CH:64]=[CH:65][CH:66]=1)[CH2:62][NH:63][C:20]([C:19]1[CH:18]=[N:17][N:10]2[C@H:11]([C:13]([F:15])([F:14])[F:16])[CH2:12][C@H:7]([C:4]3[CH:5]=[CH:6][C:1]([CH3:23])=[CH:2][CH:3]=3)[NH:8][C:9]=12)=[O:22]. The yield is 0.670. (5) The reactants are [Br:1][C:2]1[CH:8]=[CH:7][C:5]([NH2:6])=[C:4]([F:9])[CH:3]=1.Cl[C:11]1[C:16]([C:17]([O:19][CH2:20][CH3:21])=[O:18])=[CH:15][N:14]=[C:13]([Cl:22])[CH:12]=1.Cl. The catalyst is CCO. The product is [Br:1][C:2]1[CH:8]=[CH:7][C:5]([NH:6][C:11]2[C:16]([C:17]([O:19][CH2:20][CH3:21])=[O:18])=[CH:15][N:14]=[C:13]([Cl:22])[CH:12]=2)=[C:4]([F:9])[CH:3]=1. The yield is 0.580. (6) The reactants are [CH3:1][O:2][C:3]1[CH:4]=[C:5](I)[CH:6]=[C:7]([O:10][CH3:11])[C:8]=1[Br:9].[O:13]1[CH:17]=[CH:16][CH:15]=[C:14]1B(O)O.C([O-])([O-])=O.[Na+].[Na+].C1COCC1. The catalyst is [Br-].C([N+](CCCC)(CCCC)CCCC)CCC.C1(P(C2C=CC=CC=2)C2C=CC=CC=2)C=CC=CC=1.O. The product is [Br:9][C:8]1[C:3]([O:2][CH3:1])=[CH:4][C:5]([C:14]2[O:13][CH:17]=[CH:16][CH:15]=2)=[CH:6][C:7]=1[O:10][CH3:11]. The yield is 0.910. (7) The reactants are [CH:1]([C:3]1[N:8]=[N:7][C:6]2[S:9][CH2:10][CH2:11][O:12][C:5]=2[CH:4]=1)=C.I([O-])(=O)(=O)=[O:14].[Na+].C(=O)(O)[O-].[Na+]. The catalyst is O1CCOCC1.O.[Os](=O)(=O)(=O)=O. The product is [N:7]1[C:6]2[S:9][CH2:10][CH2:11][O:12][C:5]=2[CH:4]=[C:3]([CH:1]=[O:14])[N:8]=1. The yield is 0.310. (8) The reactants are [NH:1]1[CH2:5][CH2:4][CH2:3][CH2:2]1.N(CC(O)=O)C.P([O-])([O-])([O-])=O.[K+].[K+].[K+].[OH:20][C:21]1[C@H:30]2[C@H:25]([C@H:26]3[CH2:31][C@@H:29]2[CH2:28][CH2:27]3)[N:24]([CH2:32][CH2:33][CH:34]([CH3:36])[CH3:35])[C:23](=[O:37])[C:22]=1[C:38]1[NH:43][C:42]2[CH:44]=[CH:45][C:46](I)=[CH:47][C:41]=2[S:40](=[O:50])(=[O:49])[N:39]=1. The catalyst is CN(C)C=O.[Cu]I. The product is [O:50]=[S:40]1(=[O:49])[C:41]2[CH:47]=[C:46]([N:1]3[CH2:5][CH2:4][CH2:3][CH2:2]3)[CH:45]=[CH:44][C:42]=2[NH:43][C:38]([C:22]2[C:23](=[O:37])[N:24]([CH2:32][CH2:33][CH:34]([CH3:35])[CH3:36])[C@@H:25]3[C@H:30]([C:21]=2[OH:20])[C@@H:29]2[CH2:31][C@H:26]3[CH2:27][CH2:28]2)=[N:39]1. The yield is 0.409.